Dataset: Reaction yield outcomes from USPTO patents with 853,638 reactions. Task: Predict the reaction yield, written as a fraction of the theoretical maximum amount of product (1.0 means a 100% yield; for example, 0.34 means a 34% yield). (1) The reactants are [F:1][C:2]1[CH:7]=[CH:6][C:5](/[C:8](/[C:11]2[CH:12]=[N:13][C:14]([N:17]3[CH2:22][CH2:21][NH:20][CH2:19][CH2:18]3)=[N:15][CH:16]=2)=[CH:9]\[CH3:10])=[CH:4][CH:3]=1.[H][H]. The catalyst is CO.[Pd]. The product is [F:1][C:2]1[CH:7]=[CH:6][C:5]([CH:8]([C:11]2[CH:12]=[N:13][C:14]([N:17]3[CH2:22][CH2:21][NH:20][CH2:19][CH2:18]3)=[N:15][CH:16]=2)[CH2:9][CH3:10])=[CH:4][CH:3]=1. The yield is 0.530. (2) The reactants are [Cl:1][C:2]1[CH:3]=[N:4][N:5]([CH3:18])[C:6]=1[C:7]1[CH:12]=[C:11]([N+:13]([O-])=O)[CH:10]=[CH:9][C:8]=1[O:16][CH3:17]. The catalyst is CCO. The product is [Cl:1][C:2]1[CH:3]=[N:4][N:5]([CH3:18])[C:6]=1[C:7]1[CH:12]=[C:11]([NH2:13])[CH:10]=[CH:9][C:8]=1[O:16][CH3:17]. The yield is 0.860. (3) The reactants are [CH2:1]([O:3][C@H:4]1[CH2:9][CH2:8][C@H:7]([N:10]2[CH2:15][CH2:14][CH:13]([NH:16][C:17]3[C:18]([NH2:25])=[CH:19][CH:20]=[C:21]([O:23][CH3:24])[CH:22]=3)[CH2:12][CH2:11]2)[CH2:6][CH2:5]1)[CH3:2].C(N(C(C)C)CC)(C)C.[Cl:35][C:36](Cl)([O:38]C(=O)OC(Cl)(Cl)Cl)Cl.C([O-])([O-])=O.[Na+].[Na+]. The yield is 0.810. The product is [ClH:35].[CH2:1]([O:3][C@H:4]1[CH2:9][CH2:8][C@H:7]([N:10]2[CH2:15][CH2:14][CH:13]([N:16]3[C:17]4[CH:22]=[C:21]([O:23][CH3:24])[CH:20]=[CH:19][C:18]=4[NH:25][C:36]3=[O:38])[CH2:12][CH2:11]2)[CH2:6][CH2:5]1)[CH3:2]. The catalyst is ClCCl. (4) The reactants are [Cl:1][C:2]1[C:10]([C:11]([F:14])([F:13])[F:12])=[CH:9][C:5]([C:6]([NH2:8])=O)=[CH:4][C:3]=1[C:15]([F:18])([F:17])[F:16].COC1C=CC(P2(SP(C3C=CC(OC)=CC=3)(=S)S2)=[S:28])=CC=1. The catalyst is C1(C)C=CC=CC=1. The product is [Cl:1][C:2]1[C:10]([C:11]([F:14])([F:13])[F:12])=[CH:9][C:5]([C:6](=[S:28])[NH2:8])=[CH:4][C:3]=1[C:15]([F:18])([F:17])[F:16]. The yield is 0.790. (5) The reactants are Br[C:2]1[CH:3]=[C:4]([NH:11][C:12](=[O:14])[CH3:13])[CH:5]=[C:6]([N+:8]([O-:10])=[O:9])[CH:7]=1.N#N.[C:17]1(B(O)O)[CH:22]=[CH:21][CH:20]=[CH:19][CH:18]=1.C(=O)([O-])[O-].[Na+].[Na+]. The catalyst is COCCOC.C1C=CC(P(C2C=CC=CC=2)[C-]2C=CC=C2)=CC=1.C1C=CC(P(C2C=CC=CC=2)[C-]2C=CC=C2)=CC=1.Cl[Pd]Cl.[Fe+2]. The product is [N+:8]([C:6]1[CH:5]=[C:4]([NH:11][C:12](=[O:14])[CH3:13])[CH:3]=[C:2]([C:17]2[CH:22]=[CH:21][CH:20]=[CH:19][CH:18]=2)[CH:7]=1)([O-:10])=[O:9]. The yield is 0.610. (6) The reactants are [C:1]1(=[O:7])[NH:5][C:4](=[O:6])[CH2:3][CH2:2]1.C([O-])([O-])=O.[K+].[K+].[F:14][C:15]1[CH:22]=[CH:21][C:18]([CH2:19]Br)=[CH:17][CH:16]=1. The catalyst is CC(C)=O. The product is [F:14][C:15]1[CH:22]=[CH:21][C:18]([CH2:19][N:5]2[C:4](=[O:6])[CH2:3][CH2:2][C:1]2=[O:7])=[CH:17][CH:16]=1. The yield is 0.910.